Dataset: Full USPTO retrosynthesis dataset with 1.9M reactions from patents (1976-2016). Task: Predict the reactants needed to synthesize the given product. (1) Given the product [CH3:12][N:13]([CH3:15])/[CH:14]=[CH:10]/[C:9](=[O:11])[CH2:8][CH2:7][C:1]1[CH:6]=[CH:5][CH:4]=[CH:3][CH:2]=1, predict the reactants needed to synthesize it. The reactants are: [C:1]1([CH2:7][CH2:8][C:9](=[O:11])[CH3:10])[CH:6]=[CH:5][CH:4]=[CH:3][CH:2]=1.[CH3:12][N:13]([CH:15](OC)OC)[CH3:14]. (2) Given the product [CH3:11][C:3]1[CH:4]=[C:5]([N+:8]([O-:10])=[O:9])[CH:6]=[CH:7][C:2]=1[O:15][CH2:14][C:13]([F:17])([F:16])[F:12], predict the reactants needed to synthesize it. The reactants are: F[C:2]1[CH:7]=[CH:6][C:5]([N+:8]([O-:10])=[O:9])=[CH:4][C:3]=1[CH3:11].[F:12][C:13]([F:17])([F:16])[CH2:14][OH:15].C(=O)([O-])[O-].[K+].[K+]. (3) Given the product [F:24][C:21]1[CH:22]=[CH:23][C:18]([CH:16]2[CH2:17][CH:15]2[C:13]([NH:12][C:4]2[CH:3]=[C:2]([N:26]3[CH2:31][CH2:30][CH:29]([NH:32][C:33]([NH2:35])=[O:34])[CH2:28][CH2:27]3)[N:7]3[N:8]=[C:9]([CH3:11])[CH:10]=[C:6]3[N:5]=2)=[O:14])=[CH:19][CH:20]=1, predict the reactants needed to synthesize it. The reactants are: Cl[C:2]1[N:7]2[N:8]=[C:9]([CH3:11])[CH:10]=[C:6]2[N:5]=[C:4]([NH:12][C:13]([CH:15]2[CH2:17][CH:16]2[C:18]2[CH:23]=[CH:22][C:21]([F:24])=[CH:20][CH:19]=2)=[O:14])[CH:3]=1.Cl.[NH:26]1[CH2:31][CH2:30][CH:29]([NH:32][C:33]([NH2:35])=[O:34])[CH2:28][CH2:27]1. (4) Given the product [CH:33]1([CH2:36][O:25][CH2:24][C:22]2[S:21][C:18]3[C:19](=[O:20])[N:14]([C:11]4[CH:10]=[CH:9][C:8]([N:5]5[CH2:6][CH2:7][CH:3]([N:2]([CH3:26])[CH3:1])[CH2:4]5)=[CH:13][CH:12]=4)[CH:15]=[N:16][C:17]=3[CH:23]=2)[CH2:35][CH2:34]1, predict the reactants needed to synthesize it. The reactants are: [CH3:1][N:2]([CH3:26])[CH:3]1[CH2:7][CH2:6][N:5]([C:8]2[CH:13]=[CH:12][C:11]([N:14]3[C:19](=[O:20])[C:18]4[S:21][C:22]([CH2:24][OH:25])=[CH:23][C:17]=4[N:16]=[CH:15]3)=[CH:10][CH:9]=2)[CH2:4]1.[K].CC(C)([O-])C.[CH:33]1([CH2:36]Br)[CH2:35][CH2:34]1.C(OCC)(=O)C. (5) Given the product [Cl:1][C:2]1[C:7]([C:8]2[CH:13]=[C:12]([S:14]([CH2:17][CH3:18])(=[O:16])=[O:15])[CH:11]=[CH:10][C:9]=2[O:29][C:24]2[CH:25]=[CH:26][CH:27]=[CH:28][C:23]=2[I:22])=[CH:6][N:5]([CH3:20])[C:4](=[O:21])[CH:3]=1, predict the reactants needed to synthesize it. The reactants are: [Cl:1][C:2]1[C:7]([C:8]2[CH:13]=[C:12]([S:14]([CH2:17][CH3:18])(=[O:16])=[O:15])[CH:11]=[CH:10][C:9]=2F)=[CH:6][N:5]([CH3:20])[C:4](=[O:21])[CH:3]=1.[I:22][C:23]1[CH:28]=[CH:27][CH:26]=[CH:25][C:24]=1[OH:29].C(=O)([O-])[O-].[Cs+].[Cs+]. (6) Given the product [NH2:1][C:4]1[CH:23]=[CH:22][CH:21]=[CH:20][C:5]=1[CH2:6][N:7]1[CH2:12][CH2:11][CH:10]([C:13]2[CH:18]=[CH:17][CH:16]=[CH:15][CH:14]=2)[O:9][C:8]1=[O:19], predict the reactants needed to synthesize it. The reactants are: [N+:1]([C:4]1[CH:23]=[CH:22][CH:21]=[CH:20][C:5]=1[CH2:6][N:7]1[CH2:12][CH2:11][CH:10]([C:13]2[CH:18]=[CH:17][CH:16]=[CH:15][CH:14]=2)[O:9][C:8]1=[O:19])([O-])=O.[Cl-].[NH4+].O. (7) Given the product [Br:1][C:2]1[C:10]2[S:9][N:8]=[N:7][C:6]=2[CH:5]=[C:4]([C:12]#[N:13])[CH:3]=1, predict the reactants needed to synthesize it. The reactants are: [Br:1][C:2]1[C:10]2[S:9][N:8]=[N:7][C:6]=2[CH:5]=[C:4](I)[CH:3]=1.[CH3:12][N:13](C=O)C.